This data is from Full USPTO retrosynthesis dataset with 1.9M reactions from patents (1976-2016). The task is: Predict the reactants needed to synthesize the given product. (1) Given the product [O:23]=[C:12]1[CH2:11][CH2:10][CH2:19][C:18]2[NH:17][C:16](=[S:20])[C:15]([C:21]#[N:22])=[CH:14][C:13]1=2, predict the reactants needed to synthesize it. The reactants are: C1(=O)CCCC(=O)C1.C[C:10]1(C)[CH2:19][C:18]2[NH:17][C:16](=[S:20])[C:15]([C:21]#[N:22])=[CH:14][C:13]=2[C:12](=[O:23])[CH2:11]1. (2) Given the product [CH3:9][O:10][C:11]1[CH:12]=[C:13]2[CH2:22][CH:21]([CH2:23][CH:24]3[CH2:25][CH2:26][N:27]([CH2:30][C:31]4[CH:36]=[CH:35][CH:34]=[CH:33][CH:32]=4)[CH2:28][CH2:29]3)[C:19](=[O:20])[C:14]2=[CH:15][C:16]=1[O:17][CH3:18], predict the reactants needed to synthesize it. The reactants are: O.CC(C(OC)=O)=C.[CH3:9][O:10][C:11]1[CH:12]=[C:13]2[CH2:22][CH:21]([CH2:23][CH:24]3[CH2:29][CH2:28][N:27]([CH2:30][C:31]4[CH:32]=[CH:33][CH:34]=[CH:35][CH:36]=4)[CH2:26][CH2:25]3)[C:19](=[O:20])[C:14]2=[CH:15][C:16]=1[O:17][CH3:18].Cl.